From a dataset of Catalyst prediction with 721,799 reactions and 888 catalyst types from USPTO. Predict which catalyst facilitates the given reaction. (1) Reactant: [CH3:1][C:2]1([CH3:14])[CH2:7][CH2:6][C:5](=[CH:8][C:9]([O:11][CH2:12][CH3:13])=[O:10])[CH2:4][CH2:3]1.[H][H]. Product: [CH3:1][C:2]1([CH3:14])[CH2:3][CH2:4][CH:5]([CH2:8][C:9]([O:11][CH2:12][CH3:13])=[O:10])[CH2:6][CH2:7]1. The catalyst class is: 50. (2) Reactant: C([O:8][C:9]1[CH:42]=[CH:41][C:12]([O:13][C:14]2[CH:15]=[C:16]([NH:34][CH2:35][CH2:36][C:37]([F:40])([F:39])[F:38])[C:17]3[N:21]=[CH:20][N:19]([C:22]4[CH:31]=[CH:30][C:25]([C:26]([NH:28][CH3:29])=[O:27])=[C:24]([CH3:32])[CH:23]=4)[C:18]=3[CH:33]=2)=[CH:11][CH:10]=1)C1C=CC=CC=1. Product: [OH:8][C:9]1[CH:10]=[CH:11][C:12]([O:13][C:14]2[CH:15]=[C:16]([NH:34][CH2:35][CH2:36][C:37]([F:39])([F:40])[F:38])[C:17]3[N:21]=[CH:20][N:19]([C:22]4[CH:31]=[CH:30][C:25]([C:26]([NH:28][CH3:29])=[O:27])=[C:24]([CH3:32])[CH:23]=4)[C:18]=3[CH:33]=2)=[CH:41][CH:42]=1. The catalyst class is: 29. (3) Reactant: Cl[CH2:2][CH2:3][N:4]1[C:12]2[C:7](=[CH:8][CH:9]=[CH:10][CH:11]=2)[CH:6]=[CH:5]1.[C:13]1(=[O:23])[NH:17][C:16](=[O:18])[C:15]2=[CH:19][CH:20]=[CH:21][CH:22]=[C:14]12.[K]. Product: [N:4]1([CH2:3][CH2:2][N:17]2[C:13](=[O:23])[C:14]3[C:15](=[CH:19][CH:20]=[CH:21][CH:22]=3)[C:16]2=[O:18])[C:12]2[C:7](=[CH:8][CH:9]=[CH:10][CH:11]=2)[CH:6]=[CH:5]1. The catalyst class is: 3. (4) Reactant: C(OC(=O)[NH:7][C:8]1[CH:13]=[CH:12][C:11]([C:14]2[CH:19]=[CH:18][C:17]([F:20])=[CH:16][CH:15]=2)=[CH:10][C:9]=1[NH:21][C:22](=[O:37])[CH2:23][C:24](=O)[C:25]1[CH:30]=[CH:29][CH:28]=[C:27]([N:31]2[CH:35]=[N:34][N:33]=[N:32]2)[CH:26]=1)(C)(C)C.C(O)(C(F)(F)F)=O. Product: [F:20][C:17]1[CH:16]=[CH:15][C:14]([C:11]2[CH:12]=[CH:13][C:8]3[N:7]=[C:24]([C:25]4[CH:30]=[CH:29][CH:28]=[C:27]([N:31]5[CH:35]=[N:34][N:33]=[N:32]5)[CH:26]=4)[CH2:23][C:22](=[O:37])[NH:21][C:9]=3[CH:10]=2)=[CH:19][CH:18]=1. The catalyst class is: 2.